From a dataset of Reaction yield outcomes from USPTO patents with 853,638 reactions. Predict the reaction yield, written as a fraction of the theoretical maximum amount of product (1.0 means a 100% yield; for example, 0.34 means a 34% yield). The reactants are [CH3:1][C:2]1[CH:3]([C:8]([O:10][CH2:11][CH3:12])=[O:9])[CH2:4][C:5](=[O:7])[CH:6]=1. The catalyst is [Pd].CCOC(C)=O. The product is [CH3:1][CH:2]1[CH2:6][C:5](=[O:7])[CH2:4][CH:3]1[C:8]([O:10][CH2:11][CH3:12])=[O:9]. The yield is 0.990.